The task is: Predict the product of the given reaction.. This data is from Forward reaction prediction with 1.9M reactions from USPTO patents (1976-2016). (1) Given the reactants [Cl:1][C:2]1[CH:7]=[CH:6][C:5]([S:8](Cl)(=[O:10])=[O:9])=[CH:4][C:3]=1[N+:12]([O-:14])=[O:13].[CH3:15][N:16]1[CH2:21][CH2:20][NH:19][CH2:18][CH2:17]1.C(N(CC)CC)C, predict the reaction product. The product is: [Cl:1][C:2]1[CH:7]=[CH:6][C:5]([S:8]([N:19]2[CH2:20][CH2:21][N:16]([CH3:15])[CH2:17][CH2:18]2)(=[O:10])=[O:9])=[CH:4][C:3]=1[N+:12]([O-:14])=[O:13]. (2) The product is: [Cl:28][C:29]1[C:30]([O:48][CH2:49][CH3:50])=[C:31]([CH:34]=[C:35]([CH:45]2[CH2:47][CH2:46]2)[C:36]=1[N:37]1[CH2:42][CH2:41][C:40]([F:44])([F:43])[CH2:39][CH2:38]1)[CH2:32][N:17]1[CH2:18][C:15]2([CH2:26][C:12]([N:9]3[CH2:8][CH2:7][C:6]([CH3:27])([C:4]([O:3][CH2:1][CH3:2])=[O:5])[CH2:11][CH2:10]3)=[N:13][O:14]2)[CH2:16]1. Given the reactants [CH2:1]([O:3][C:4]([C:6]1([CH3:27])[CH2:11][CH2:10][N:9]([C:12]2[CH2:26][C:15]3([CH2:18][N:17](C(OC(C)(C)C)=O)[CH2:16]3)[O:14][N:13]=2)[CH2:8][CH2:7]1)=[O:5])[CH3:2].[Cl:28][C:29]1[C:30]([O:48][CH2:49][CH3:50])=[C:31]([CH:34]=[C:35]([CH:45]2[CH2:47][CH2:46]2)[C:36]=1[N:37]1[CH2:42][CH2:41][C:40]([F:44])([F:43])[CH2:39][CH2:38]1)[CH:32]=O, predict the reaction product. (3) The product is: [C:1]([C:5]1[N:6]=[C:7]([N:16]2[CH2:20][CH2:19][C:18]([F:21])([F:22])[CH2:17]2)[C:8]2[N:13]=[N:12][N:11]([CH2:14][C:15]3[N:50]([CH3:46])[N:49]=[CH:48][N:47]=3)[C:9]=2[N:10]=1)([CH3:2])([CH3:3])[CH3:4]. Given the reactants [C:1]([C:5]1[N:6]=[C:7]([N:16]2[CH2:20][CH2:19][C:18]([F:22])([F:21])[CH2:17]2)[C:8]2[N:13]=[N:12][N:11]([CH2:14][CH3:15])[C:9]=2[N:10]=1)([CH3:4])([CH3:3])[CH3:2].C(C1N=C(N2CCC(F)(F)C2)C2N=NNC=2N=1)(C)(C)C.Cl.ClC[C:46]1[N:50](C)[N:49]=[CH:48][N:47]=1, predict the reaction product. (4) Given the reactants [CH3:1][N:2]([CH3:6])[CH2:3][CH2:4][OH:5].[H-].[Na+].F[C:10]1[CH:19]=[CH:18][CH:17]=[C:16]2[C:11]=1[C:12]([NH:20][C:21]1[CH:26]=[CH:25][C:24]([OH:27])=[C:23]([O:28][CH3:29])[CH:22]=1)=[N:13][CH:14]=[N:15]2.[Cl-].[NH4+:31], predict the reaction product. The product is: [CH3:1][N:2]([CH3:6])[CH2:3][CH2:4][O:5][C:10]1[CH:19]=[CH:18][CH:17]=[C:16]2[C:11]=1[C:12]([NH:20][C:21]1[CH:26]=[CH:25][C:24]([O:27][CH2:21][C:22]3[CH:23]=[C:24]([CH3:25])[O:27][N:31]=3)=[C:23]([O:28][CH3:29])[CH:22]=1)=[N:13][CH:14]=[N:15]2. (5) Given the reactants [OH:1][C:2]1[CH:3]=[C:4]([NH:8][C:9](=[O:15])[O:10][C:11]([CH3:14])([CH3:13])[CH3:12])[CH:5]=[CH:6][CH:7]=1.[H-].[Na+].Cl[C:19]1[CH:24]=[C:23]([NH:25][C:26]2[CH:31]=[CH:30][C:29]([O:32][CH2:33][C:34]3[CH:39]=[CH:38][CH:37]=[CH:36][CH:35]=3)=[CH:28][CH:27]=2)[C:22]([N+:40]([O-:42])=[O:41])=[CH:21][N:20]=1.O, predict the reaction product. The product is: [N+:40]([C:22]1[C:23]([NH:25][C:26]2[CH:27]=[CH:28][C:29]([O:32][CH2:33][C:34]3[CH:35]=[CH:36][CH:37]=[CH:38][CH:39]=3)=[CH:30][CH:31]=2)=[CH:24][C:19]([O:1][C:2]2[CH:3]=[C:4]([NH:8][C:9](=[O:15])[O:10][C:11]([CH3:12])([CH3:14])[CH3:13])[CH:5]=[CH:6][CH:7]=2)=[N:20][CH:21]=1)([O-:42])=[O:41]. (6) Given the reactants C(OC([N:8](C(OC(C)(C)C)=O)[CH2:9][CH2:10][C:11]1[N:15]([CH3:16])[N:14]=[C:13]([C:17]2[CH:18]=[N:19][CH:20]=[CH:21][CH:22]=2)[N:12]=1)=O)(C)(C)C.[ClH:30], predict the reaction product. The product is: [ClH:30].[ClH:30].[CH3:16][N:15]1[C:11]([CH2:10][CH2:9][NH2:8])=[N:12][C:13]([C:17]2[CH:18]=[N:19][CH:20]=[CH:21][CH:22]=2)=[N:14]1. (7) Given the reactants [Cl:1][C:2]1[CH:3]=[C:4]2[C:9](=[CH:10][C:11]=1[O:12][C:13]1[CH:18]=[CH:17][C:16]([C:19](=[O:36])[NH:20][CH2:21][CH2:22][C:23]3[CH:28]=[CH:27][CH:26]=[C:25]([O:29][C:30]4[CH:35]=[CH:34][CH:33]=[CH:32][CH:31]=4)[CH:24]=3)=[CH:15][CH:14]=1)[O:8][CH2:7][CH2:6][CH:5]2[C:37]([O:39]CC)=[O:38].[OH-].[Na+].C1COCC1.Cl, predict the reaction product. The product is: [Cl:1][C:2]1[CH:3]=[C:4]2[C:9](=[CH:10][C:11]=1[O:12][C:13]1[CH:14]=[CH:15][C:16]([C:19](=[O:36])[NH:20][CH2:21][CH2:22][C:23]3[CH:28]=[CH:27][CH:26]=[C:25]([O:29][C:30]4[CH:31]=[CH:32][CH:33]=[CH:34][CH:35]=4)[CH:24]=3)=[CH:17][CH:18]=1)[O:8][CH2:7][CH2:6][CH:5]2[C:37]([OH:39])=[O:38]. (8) Given the reactants [O:1]=[S:2]1(=[O:29])[C:7]2[CH:8]=[C:9]([O:12][C:13]3[CH:25]=[CH:24][C:16]([CH2:17][C:18]4[NH:22][C:21](=[S:23])[O:20][N:19]=4)=[CH:15][CH:14]=3)[CH:10]=[CH:11][C:6]=2[N:5]2[CH2:26][CH2:27][CH2:28][C:4]2=[N:3]1.[BH4-].[Na+].Cl, predict the reaction product. The product is: [O:29]=[S:2]1(=[O:1])[C:7]2[CH:8]=[C:9]([O:12][C:13]3[CH:25]=[CH:24][C:16]([CH2:17][C:18]4[NH:22][C:21](=[S:23])[O:20][N:19]=4)=[CH:15][CH:14]=3)[CH:10]=[CH:11][C:6]=2[N:5]2[CH2:26][CH2:27][CH2:28][CH:4]2[NH:3]1. (9) Given the reactants Cl.[CH3:2][Si:3]([C:6]#[C:7][C:8]1([NH2:12])[CH2:11][O:10][CH2:9]1)([CH3:5])[CH3:4].[CH3:13][C:14]([O:17][C:18](O[C:18]([O:17][C:14]([CH3:16])([CH3:15])[CH3:13])=[O:19])=[O:19])([CH3:16])[CH3:15], predict the reaction product. The product is: [CH3:2][Si:3]([C:6]#[C:7][C:8]1([NH:12][C:18](=[O:19])[O:17][C:14]([CH3:16])([CH3:15])[CH3:13])[CH2:9][O:10][CH2:11]1)([CH3:4])[CH3:5]. (10) The product is: [CH3:1][N:2]1[CH2:7][CH:6]([O:8][C:13]2[CH:18]=[CH:17][CH:16]=[C:15]([N+:19]([O-:21])=[O:20])[CH:14]=2)[C:5]2[S:9][CH:10]=[CH:11][C:4]=2[CH2:3]1. Given the reactants [CH3:1][N:2]1[CH2:7][CH:6]([OH:8])[C:5]2[S:9][CH:10]=[CH:11][C:4]=2[CH2:3]1.F[C:13]1[CH:18]=[CH:17][CH:16]=[C:15]([N+:19]([O-:21])=[O:20])[CH:14]=1, predict the reaction product.